Dataset: Experimentally validated miRNA-target interactions with 360,000+ pairs, plus equal number of negative samples. Task: Binary Classification. Given a miRNA mature sequence and a target amino acid sequence, predict their likelihood of interaction. (1) The miRNA is hsa-miR-1-3p with sequence UGGAAUGUAAAGAAGUAUGUAU. The protein sequence of the target gene is MCDCFHMVLPTWPGTPGSVSGRQLQPGEPGAETEDDHSVTEGPADEGIRPRPQGSSPVYEYTTEAADFGLQEDAPGRQGSAGRRRSWWKRDSGDSRTFFRMSRPEAVQEATEVTLKTEVEAGASGYSVTGGGDQGIFVKQVLKDSSAAKLFNLREGDQLLSTTVFFENIKYEDALKILQYSEPYKVQFKIRRQLPAPQDEEWASSDAQHGPQGKEKEDTDVADGCRETPTKTLEGDGDQERLISKPRVGRGRQSQRERLSWPKFQSIKSKRGPGPQRSHSSSEAYEPRDAHDVSPTSTDT.... Result: 1 (interaction). (2) The miRNA is mmu-miR-3079-5p with sequence UUUGAUCUGAUGAGCUAAGCUGG. The protein sequence of the target gene is MPILLFLIDTSASMNQRTDLGTSYLDIAKGAVELFLKLRARDPASRGDRYMLVTYDEPPYCIKAGWKENHATFMNELKNLQASGLTTLGQALRSSFDLLNLNRLISGIDNYGQGRNPFFLEPSILITITDGNKLTSTASVQEELHLPLNSPLPGSELTKEPFRWDQRLFALVLRLPGVASTEPEQLGSVPSDESAITQMCEVTGGRSYCVRTQRMLNQCLESLVQKVQSGVVINFEKTGPDPLPVGEDTLMELCRPSNLFAAQPWHSCHKLIYVRPNSKTGVPVGHWPIPESFWPEQNLP.... Result: 1 (interaction). (3) The miRNA is hsa-miR-4699-3p with sequence AAUUUACUCUGCAAUCUUCUCC. The protein sequence of the target gene is MVPHAILARGRDVCRRNGLLILSVLSVIVGCLLGFFLRTRRLSPQEISYFQFPGELLMRMLKMMILPLVVSSLMSGLASLDAKTSSRLGVLTVAYYLWTTFMAVIVGIFMVSIIHPGSAAQKETTEQSGKPIMSSADALLDLIRNMFPANLVEATFKQYRTKTTPVVKSPKVAPEEAPPRRILIYGVQEENGSHVQNFALDLTPPPEVVYKSEPGTSDGMNVLGIVFFSATMGIMLGRMGDSGAPLVSFCQCLNESVMKIVAVAVWYFPFGIVFLIAGKILEMDDPRAVGKKLGFYSVTV.... Result: 0 (no interaction). (4) The miRNA is hsa-miR-378i with sequence ACUGGACUAGGAGUCAGAAGG. The protein sequence of the target gene is MTSSPVSRVVYNGKRTSSPRSPPSSSEIFTPAHEENVRFIYEAWQGVERDLRGQVPGGERGLVEEYVEKVPNPSLKTFKPIDLSDLKRRSTQDAKKS. Result: 0 (no interaction). (5) The miRNA is hsa-miR-494-3p with sequence UGAAACAUACACGGGAAACCUC. The protein sequence of the target gene is MAPWAEAEHSALNPLRAVWLTLTAAFLLTLLLQLLPPGLLPGCAIFQDLIRYGKTKCGEPSRPAACRAFDVPKRYFSHFYIISVLWNGFLLWCLTQSLFLGAPFPSWLHGLLRILGAAQFQGGELALSAFLVLVFLWLHSLRRLFECLYVSVFSNVMIHVVQYCFGLVYYVLVGLTVLSQVPMDGRNAYITGKNLLMQARWFHILGMMMFIWSSAHQYKCHVILGNLRKNKAGVVIHCNHRIPFGDWFEYVSSPNYLAELMIYVSMAVTFGFHNLTWWLVVTNVFFNQALSAFLSHQFYK.... Result: 0 (no interaction).